Dataset: Forward reaction prediction with 1.9M reactions from USPTO patents (1976-2016). Task: Predict the product of the given reaction. (1) Given the reactants [NH2:1][C@@H:2]([CH2:14][C:15]1[CH:20]=[CH:19][C:18]([C:21]2[CH:26]=[CH:25][C:24]([O:27][CH3:28])=[CH:23][CH:22]=2)=[CH:17][CH:16]=1)[C:3]([NH:5][CH:6]([C:11](=[O:13])[NH2:12])[CH2:7][CH:8]([CH3:10])[CH3:9])=[O:4].[CH2:29]([O:31][C:32]([CH2:34][C@@H:35]([CH2:39][CH:40]([CH3:42])[CH3:41])[C:36](O)=[O:37])=[O:33])[CH3:30].C(Cl)CCl.C1C=CC2N(O)N=NC=2C=1.CN1CCOCC1, predict the reaction product. The product is: [C:11]([C@@H:6]([NH:5][C:3]([C@@H:2]([NH:1][C:36]([C@H:35]([CH2:39][CH:40]([CH3:41])[CH3:42])[CH2:34][C:32]([O:31][CH2:29][CH3:30])=[O:33])=[O:37])[CH2:14][C:15]1[CH:16]=[CH:17][C:18]([C:21]2[CH:26]=[CH:25][C:24]([O:27][CH3:28])=[CH:23][CH:22]=2)=[CH:19][CH:20]=1)=[O:4])[CH2:7][CH:8]([CH3:9])[CH3:10])(=[O:13])[NH2:12]. (2) The product is: [CH3:32][C@@:22]([S:28]([CH3:31])(=[O:29])=[O:30])([CH2:21][CH2:20][N:4]1[CH:5]=[C:6]([C:7]2[CH:8]=[CH:9][CH:10]=[CH:11][CH:12]=2)[C:2]([CH3:1])=[N:3]1)[C:23]([O:25][CH2:26][CH3:27])=[O:24]. Given the reactants [CH3:1][C:2]1[C:6]([C:7]2[CH:12]=[CH:11][CH:10]=[CH:9][CH:8]=2)=[CH:5][NH:4][N:3]=1.C(=O)([O-])[O-].[Cs+].[Cs+].Br[CH2:20][CH2:21][C@@:22]([CH3:32])([S:28]([CH3:31])(=[O:30])=[O:29])[C:23]([O:25][CH2:26][CH3:27])=[O:24], predict the reaction product. (3) Given the reactants C([N-]C(C)C)(C)C.[Li+].[Br:9][C:10]1[CH:15]=[C:14]([F:16])[CH:13]=[C:12]([F:17])[CH:11]=1.[CH:18](N1CCCCC1)=[O:19].Cl, predict the reaction product. The product is: [Br:9][C:10]1[CH:15]=[C:14]([F:16])[C:13]([CH:18]=[O:19])=[C:12]([F:17])[CH:11]=1. (4) Given the reactants [Br:1][C:2]1[C:11]2[C:6](=[CH:7][CH:8]=[C:9]([C:12]([C:19]3[CH:24]=[CH:23][C:22]([Cl:25])=[CH:21][CH:20]=3)([C:14]3[S:15][CH:16]=[CH:17][N:18]=3)O)[CH:10]=2)[N:5]=[C:4]([O:26]C(C)(C)C)[CH:3]=1.Cl.Cl[Sn]Cl.O, predict the reaction product. The product is: [Br:1][C:2]1[C:11]2[C:6](=[CH:7][CH:8]=[C:9]([CH:12]([C:19]3[CH:24]=[CH:23][C:22]([Cl:25])=[CH:21][CH:20]=3)[C:14]3[S:15][CH:16]=[CH:17][N:18]=3)[CH:10]=2)[N:5]=[C:4]([OH:26])[CH:3]=1.